The task is: Predict which catalyst facilitates the given reaction.. This data is from Catalyst prediction with 721,799 reactions and 888 catalyst types from USPTO. Reactant: [Cl:1][C:2]1[CH:3]=[C:4]([CH:16]=[O:17])[S:5][C:6]=1[CH:7]([C:9]1[CH:14]=[CH:13][CH:12]=[C:11]([Cl:15])[CH:10]=1)[OH:8].[CH3:18][Si:19](Cl)([CH3:21])[CH3:20].N1C=CN=C1.[NH4+].[Cl-]. Product: [Cl:1][C:2]1[CH:3]=[C:4]([CH:16]=[O:17])[S:5][C:6]=1[CH:7]([C:9]1[CH:14]=[CH:13][CH:12]=[C:11]([Cl:15])[CH:10]=1)[O:8][Si:19]([CH3:21])([CH3:20])[CH3:18]. The catalyst class is: 2.